From a dataset of Catalyst prediction with 721,799 reactions and 888 catalyst types from USPTO. Predict which catalyst facilitates the given reaction. Reactant: [CH3:1][NH:2][NH2:3].Cl.[F:5][CH:6]([F:15])[C:7](=O)[CH2:8][C:9](OCC)=[O:10]. Product: [F:5][CH:6]([F:15])[C:7]1[CH:8]=[C:9]([OH:10])[N:2]([CH3:1])[N:3]=1. The catalyst class is: 8.